From a dataset of Experimentally validated miRNA-target interactions with 360,000+ pairs, plus equal number of negative samples. Binary Classification. Given a miRNA mature sequence and a target amino acid sequence, predict their likelihood of interaction. (1) The miRNA is hsa-miR-4307 with sequence AAUGUUUUUUCCUGUUUCC. The protein sequence of the target gene is MPKFKQRRRKLKAKAERLFKKKEASHFQSKLITPPPPPPSPERVGISSIDISQSRSWLTSSWNFNFPNIRDAIKLWTNRVWSIYSWCQNCITQSLEVLKDTIFPSRICHRELYSVKQQFCILESKLCKLQEALKTISESSSCPSCGQTCHMSGKLTNVPACVLITPGDSKAVLPPTLPQPASHFPPPPPPPPLPPPPPPLAPVLLRKPSLAKALQAGPLKKDGPMQITVKDLLTVKLKKTQSLDEKRKLIPSPKARNPLVTVSDLQHVTLKPNSKVLSTRVTNVLITPGKSQMDLRKLLR.... Result: 1 (interaction). (2) The miRNA is hsa-miR-6730-5p with sequence AGAAAGGUGGAGGGGUUGUCAGA. The protein sequence of the target gene is MDSVAFEDVDVNFTQEEWALLDPSQKNLYRDVMWETMRNLASIGKKWKDQNIKDHYKHRGRNLRSHMLERLYQTKDGSQRGGIFSQFANQNLSKKIPGVKLCESIVYGEVSMGQSSLNRHIKDHSGHEPKEYQEYGEKPDTRNQCWKPFSSHHSFRTHEIIHTGEKLYDCKECGKTFFSLKRIRRHIITHSGYTPYKCKVCGKAFDYPSRFRTHERSHTGEKPYECQECGKAFTCITSVRRHMIKHTGDGPYKCKVCGKPFHSLSSFQVHERIHTGEKPFKCKQCGKAFSCSPTLRIHER.... Result: 0 (no interaction). (3) The miRNA is hsa-miR-4688 with sequence UAGGGGCAGCAGAGGACCUGGG. The protein sequence of the target gene is MNQKTILVLLILAVITIFALVCVLLVGRGGDGGEPSQLPHCPSVSPSAQPWTHPGQSQLFADLSREELTAVMRFLTQRLGPGLVDAAQARPSDNCVFSVELQLPPKAAALAHLDRGSPPPAREALAIVFFGRQPQPNVSELVVGPLPHPSYMRDVTVERHGGPLPYHRRPVLFQEYLDIDQMIFNRELPQASGLLHHCCFYKHRGRNLVTMTTAPRGLQSGDRATWFGLYYNISGAGFFLHHVGLELLVNHKALDPARWTIQKVFYQGRYYDSLAQLEAQFEAGLVNVVLIPDNGTGGSW.... Result: 0 (no interaction).